From a dataset of Peptide-MHC class I binding affinity with 185,985 pairs from IEDB/IMGT. Regression. Given a peptide amino acid sequence and an MHC pseudo amino acid sequence, predict their binding affinity value. This is MHC class I binding data. The peptide sequence is FPNITNLCPF. The MHC is HLA-A30:01 with pseudo-sequence HLA-A30:01. The binding affinity (normalized) is 0.120.